Task: Regression. Given a peptide amino acid sequence and an MHC pseudo amino acid sequence, predict their binding affinity value. This is MHC class I binding data.. Dataset: Peptide-MHC class I binding affinity with 185,985 pairs from IEDB/IMGT (1) The peptide sequence is TQMRTPLHK. The MHC is HLA-A68:01 with pseudo-sequence HLA-A68:01. The binding affinity (normalized) is 0.159. (2) The peptide sequence is AGVWSQDKW. The MHC is HLA-B52:01 with pseudo-sequence YYATYREISTNTYENIAYWTYNYYTWAELAYLWH. The binding affinity (normalized) is 0. (3) The peptide sequence is SSVVNVWYL. The MHC is H-2-Db with pseudo-sequence H-2-Db. The binding affinity (normalized) is 0.626. (4) The peptide sequence is NSPRMYMGNL. The MHC is Mamu-A01 with pseudo-sequence Mamu-A01. The binding affinity (normalized) is 0.588. (5) The peptide sequence is ISDPLTSGL. The MHC is HLA-A26:02 with pseudo-sequence HLA-A26:02. The binding affinity (normalized) is 0.0847. (6) The peptide sequence is RLNWLTHLK. The MHC is HLA-A03:01 with pseudo-sequence HLA-A03:01. The binding affinity (normalized) is 0.485. (7) The peptide sequence is SSMLNIMNRR. The MHC is HLA-A68:01 with pseudo-sequence HLA-A68:01. The binding affinity (normalized) is 0.673.